This data is from Forward reaction prediction with 1.9M reactions from USPTO patents (1976-2016). The task is: Predict the product of the given reaction. Given the reactants Cl[C:2]1[C:7]2[C:8](=[O:31])[N:9]([C:13]3[CH:18]=[CH:17][C:16]([CH:19]4[CH2:24][CH2:23][CH:22]([CH2:25][C:26]([O:28]C)=[O:27])[CH2:21][CH2:20]4)=[CH:15][C:14]=3[F:30])[CH2:10][CH2:11][O:12][C:6]=2[N:5]=[CH:4][N:3]=1.[Li+].[OH-].Cl.C(O)(C)C.[NH3:39], predict the reaction product. The product is: [NH2:39][C:2]1[C:7]2[C:8](=[O:31])[N:9]([C:13]3[CH:18]=[CH:17][C:16]([CH:19]4[CH2:20][CH2:21][CH:22]([CH2:25][C:26]([OH:28])=[O:27])[CH2:23][CH2:24]4)=[CH:15][C:14]=3[F:30])[CH2:10][CH2:11][O:12][C:6]=2[N:5]=[CH:4][N:3]=1.